From a dataset of Catalyst prediction with 721,799 reactions and 888 catalyst types from USPTO. Predict which catalyst facilitates the given reaction. Reactant: [CH3:1][O:2][C:3]1[CH:8]=[C:7]([N+:9]([O-])=O)[CH:6]=[CH:5][C:4]=1[N:12]1[CH:17]=[CH:16][CH:15]=[C:14]([CH2:18][CH2:19][CH3:20])[C:13]1=[O:21].[H][H]. The catalyst class is: 123. Product: [NH2:9][C:7]1[CH:6]=[CH:5][C:4]([N:12]2[CH:17]=[CH:16][CH:15]=[C:14]([CH2:18][CH2:19][CH3:20])[C:13]2=[O:21])=[C:3]([O:2][CH3:1])[CH:8]=1.